This data is from Full USPTO retrosynthesis dataset with 1.9M reactions from patents (1976-2016). The task is: Predict the reactants needed to synthesize the given product. The reactants are: [C:1]([O:6][CH:7]1[CH:11]2[O:12][C:13](=[O:23])[CH:14]3[CH:15]([C:16]([O:18]C(C)(C)C)=[O:17])[CH:8]1[CH2:9][CH:10]23)(=[O:5])[C:2]([CH3:4])=[CH2:3]. Given the product [C:1]([O:6][CH:7]1[CH:11]2[O:12][C:13](=[O:23])[CH:14]3[CH:15]([C:16]([OH:18])=[O:17])[CH:8]1[CH2:9][CH:10]23)(=[O:5])[C:2]([CH3:4])=[CH2:3], predict the reactants needed to synthesize it.